Dataset: Forward reaction prediction with 1.9M reactions from USPTO patents (1976-2016). Task: Predict the product of the given reaction. (1) Given the reactants [CH2:1]([C:8]1[N:9]([CH2:14][CH2:15][C:16]2[S:17][CH:18]=[CH:19][CH:20]=2)[C:10](=O)[NH:11][N:12]=1)[C:2]1[CH:7]=[CH:6][CH:5]=[CH:4][CH:3]=1.COC1C=CC(P2(SP(C3C=CC(OC)=CC=3)(=S)S2)=[S:30])=CC=1, predict the reaction product. The product is: [CH2:1]([C:8]1[N:9]([CH2:14][CH2:15][C:16]2[S:17][CH:18]=[CH:19][CH:20]=2)[C:10](=[S:30])[NH:11][N:12]=1)[C:2]1[CH:7]=[CH:6][CH:5]=[CH:4][CH:3]=1. (2) Given the reactants [F:1][C:2]([F:7])([F:6])[C:3]([OH:5])=[O:4].[NH2:8][C:9]1[C:18]2[N:19]=[C:20]3[N:25](C(OC(C)(C)C)=O)[CH2:24][CH2:23][CH2:22][N:21]3[C:17]=2[C:16]2[C:11](=[CH:12][C:13]([Br:33])=[CH:14][CH:15]=2)[N:10]=1, predict the reaction product. The product is: [F:1][C:2]([F:7])([F:6])[C:3]([OH:5])=[O:4].[Br:33][C:13]1[CH:12]=[C:11]2[C:16]([C:17]3[N:21]4[CH2:22][CH2:23][CH2:24][NH:25][C:20]4=[N:19][C:18]=3[C:9]([NH2:8])=[N:10]2)=[CH:15][CH:14]=1. (3) Given the reactants [N:1]1[CH:6]=[CH:5][C:4]([NH:7][C:8](=[O:15])OCC(Cl)(Cl)Cl)=[CH:3][N:2]=1.[C:16]1([C:22]2[N:23]=[C:24]([N:27]3[CH2:32][CH2:31][NH:30][CH2:29][CH2:28]3)[S:25][CH:26]=2)[CH:21]=[CH:20][CH:19]=[CH:18][CH:17]=1.C(N(C(C)C)CC)(C)C.CS(C)=O, predict the reaction product. The product is: [C:16]1([C:22]2[N:23]=[C:24]([N:27]3[CH2:32][CH2:31][N:30]([C:8]([NH:7][C:4]4[CH:5]=[CH:6][N:1]=[N:2][CH:3]=4)=[O:15])[CH2:29][CH2:28]3)[S:25][CH:26]=2)[CH:17]=[CH:18][CH:19]=[CH:20][CH:21]=1. (4) Given the reactants O[CH2:2][CH2:3][C:4]1[N:5]=[CH:6][C:7]2[C:12]([CH:13]=1)=[CH:11][CH:10]=[CH:9][CH:8]=2.C(N(CC)CC)C.CS(Cl)(=O)=O.[N-:26]=[N+:27]=[N-:28].[Na+], predict the reaction product. The product is: [N:26]([CH2:2][CH2:3][C:4]1[N:5]=[CH:6][C:7]2[C:12]([CH:13]=1)=[CH:11][CH:10]=[CH:9][CH:8]=2)=[N+:27]=[N-:28]. (5) Given the reactants [C:1]([C:3]1[CH:4]=[C:5]([C:9]2[N:10]([CH2:22][C:23]3[C:28]([F:29])=[CH:27][C:26]([F:30])=[CH:25][C:24]=3[F:31])[N:11]=[C:12]3[C:17]=2[CH:16]=[CH:15][CH:14]=[C:13]3[C:18]([F:21])([F:20])[F:19])[CH:6]=[CH:7][CH:8]=1)#[CH:2].I[C:33]1[CH:34]=[C:35]([CH:41]=[CH:42][CH:43]=1)[C:36]([O:38][CH2:39][CH3:40])=[O:37], predict the reaction product. The product is: [F:31][C:24]1[CH:25]=[C:26]([F:30])[CH:27]=[C:28]([F:29])[C:23]=1[CH2:22][N:10]1[C:9]([C:5]2[CH:4]=[C:3]([C:1]#[C:2][C:33]3[CH:34]=[C:35]([CH:41]=[CH:42][CH:43]=3)[C:36]([O:38][CH2:39][CH3:40])=[O:37])[CH:8]=[CH:7][CH:6]=2)=[C:17]2[C:12]([C:13]([C:18]([F:21])([F:19])[F:20])=[CH:14][CH:15]=[CH:16]2)=[N:11]1. (6) Given the reactants C(Cl)(=O)C(Cl)=O.CS(C)=O.[CH3:11][N:12]([CH3:41])[S:13]([N:16]1[C:20]([CH:21]([C:23]2[CH:32]=[CH:31][C:26]3[O:27][CH2:28][CH2:29][O:30][C:25]=3[CH:24]=2)[OH:22])=[C:19]([CH3:33])[N:18]=[C:17]1[Si](C(C)(C)C)(C)C)(=[O:15])=[O:14].C(N(CC)CC)C, predict the reaction product. The product is: [CH3:11][N:12]([CH3:41])[S:13]([N:16]1[C:20]([CH:21]([C:23]2[CH:32]=[CH:31][C:26]3[O:27][CH2:28][CH2:29][O:30][C:25]=3[CH:24]=2)[OH:22])=[C:19]([CH3:33])[N:18]=[CH:17]1)(=[O:14])=[O:15]. (7) Given the reactants [CH2:1]1[CH:6]2[CH2:7][C:8]3([NH2:11])[CH2:10][CH:4]([CH2:5]2)[CH2:3][CH:2]1[CH2:9]3.[Br:12][C:13]1[CH:14]=[C:15]([CH:18]=O)[S:16][CH:17]=1, predict the reaction product. The product is: [Br:12][C:13]1[CH:14]=[C:15]([CH2:18][NH:11][C:8]23[CH2:10][CH:4]4[CH2:5][CH:6]([CH2:1][CH:2]([CH2:3]4)[CH2:9]2)[CH2:7]3)[S:16][CH:17]=1.